Dataset: Catalyst prediction with 721,799 reactions and 888 catalyst types from USPTO. Task: Predict which catalyst facilitates the given reaction. (1) Reactant: CCCCC(COC(CC(S([O-])(=O)=O)C(OCC(CCCC)CC)=O)=O)CC.[Na+].C(OOC(=O)C1C=CC=CC=1)(=O)C1C=CC=CC=1.[CH3:48][CH2:49][CH2:50][C@H:51]1[CH2:55][N:54]([CH3:56])[C@H:53]([C:57]([NH:59][C@H:60]([C@@H:72]([Cl:74])[CH3:73])[C@H:61]2[O:66][C@H:65]([S:67][CH3:68])[C@H:64]([OH:69])[C@@H:63]([OH:70])[C@H:62]2[OH:71])=[O:58])[CH2:52]1.[OH-].[Na+]. Product: [CH3:48][CH2:49][CH2:50][C@H:51]1[CH2:55][N:54]([CH3:56])[C@H:53]([C:57]([NH:59][C@H:60]([C@@H:72]([Cl:74])[CH3:73])[C@H:61]2[O:66][C@H:65]([S:67][CH3:68])[C@H:64]([OH:69])[C@@H:63]([OH:70])[C@H:62]2[OH:71])=[O:58])[CH2:52]1.[ClH:74]. The catalyst class is: 6. (2) Reactant: BrC1C=CC(O)=C([C:8]2[CH:17]=[CH:16][C:15]3[C:10](=[CH:11][CH:12]=[C:13]([C:18]4[N:22]([CH:23]5[CH2:28][CH2:27][CH2:26][CH2:25][CH2:24]5)[C:21]5[CH:29]=[CH:30][C:31]([C:33]([OH:35])=[O:34])=[CH:32][C:20]=5[N:19]=4)[CH:14]=3)[N:9]=2)C=1.[CH3:37][C:38]1[C:42](C(=O)C)=[C:41]([CH3:46])[N:40]([C:47]2[CH:52]=[CH:51][CH:50]=[CH:49][CH:48]=2)[N:39]=1.[OH-].[K+]. Product: [CH:23]1([N:22]2[C:21]3[CH:29]=[CH:30][C:31]([C:33]([OH:35])=[O:34])=[CH:32][C:20]=3[N:19]=[C:18]2[C:13]2[CH:14]=[C:15]3[C:10](=[CH:11][CH:12]=2)[N:9]=[C:8]([C:42]2[C:38]([CH3:37])=[N:39][N:40]([C:47]4[CH:48]=[CH:49][CH:50]=[CH:51][CH:52]=4)[C:41]=2[CH3:46])[CH:17]=[CH:16]3)[CH2:24][CH2:25][CH2:26][CH2:27][CH2:28]1. The catalyst class is: 8. (3) Reactant: [F:1][C:2]1[CH:7]=[C:6]([O:8][CH2:9][C:10]([F:13])([F:12])[F:11])[C:5]([N+:14]([O-:16])=[O:15])=[CH:4][C:3]=1[S:17](Cl)(=[O:19])=[O:18].Cl.CN.C[CH2:25][N:26](CC)CC.Cl. Product: [F:1][C:2]1[CH:7]=[C:6]([O:8][CH2:9][C:10]([F:13])([F:12])[F:11])[C:5]([N+:14]([O-:16])=[O:15])=[CH:4][C:3]=1[S:17]([NH:26][CH3:25])(=[O:19])=[O:18]. The catalyst class is: 20. (4) Reactant: [NH2:1][C:2]1[C:7](Br)=[N:6][C:5]([Br:9])=[CH:4][N:3]=1.[N:10]1[C:19]2[C:14](=[CH:15][C:16]([CH:20]([NH2:22])[CH3:21])=[CH:17][CH:18]=2)[CH:13]=[CH:12][CH:11]=1.CCN(C(C)C)C(C)C. Product: [Br:9][C:5]1[N:6]=[C:7]([NH:22][CH:20]([C:16]2[CH:15]=[C:14]3[C:19](=[CH:18][CH:17]=2)[N:10]=[CH:11][CH:12]=[CH:13]3)[CH3:21])[C:2]([NH2:1])=[N:3][CH:4]=1. The catalyst class is: 114. (5) Reactant: [F:1][C:2]1[N:7]=[C:6](F)[CH:5]=[CH:4][N:3]=1.[CH3:9][O:10][C:11]1[CH:18]=[C:17]([O:19][CH3:20])[CH:16]=[CH:15][C:12]=1[CH2:13][NH2:14]. Product: [CH3:9][O:10][C:11]1[CH:18]=[C:17]([O:19][CH3:20])[CH:16]=[CH:15][C:12]=1[CH2:13][NH:14][C:6]1[CH:5]=[CH:4][N:3]=[C:2]([F:1])[N:7]=1. The catalyst class is: 1.